From a dataset of Peptide-MHC class II binding affinity with 134,281 pairs from IEDB. Regression. Given a peptide amino acid sequence and an MHC pseudo amino acid sequence, predict their binding affinity value. This is MHC class II binding data. (1) The peptide sequence is ANPIAFFRKEPLKEC. The MHC is HLA-DPA10201-DPB10501 with pseudo-sequence HLA-DPA10201-DPB10501. The binding affinity (normalized) is 0.808. (2) The peptide sequence is AFKVAATAANMAPAN. The binding affinity (normalized) is 0.475. The MHC is HLA-DPA10103-DPB10301 with pseudo-sequence HLA-DPA10103-DPB10301. (3) The peptide sequence is CKDIKLSDISLKLTS. The MHC is DRB4_0101 with pseudo-sequence DRB4_0103. The binding affinity (normalized) is 0.490.